Task: Predict which catalyst facilitates the given reaction.. Dataset: Catalyst prediction with 721,799 reactions and 888 catalyst types from USPTO (1) Reactant: C(=O)([O-])[O-].[K+].[K+].I[C:8]1[CH:16]=[C:15]2[C:11]([CH2:12][C:13](=[O:17])[NH:14]2)=[CH:10][CH:9]=1.[CH3:18][N:19]1[C:23]([NH:24][C:25](=[O:33])[C:26]2[CH:31]=[CH:30][CH:29]=[CH:28][C:27]=2[SH:32])=[CH:22][C:21]([CH3:34])=[N:20]1. Product: [CH3:18][N:19]1[C:23]([NH:24][C:25](=[O:33])[C:26]2[CH:31]=[CH:30][CH:29]=[CH:28][C:27]=2[S:32][C:8]2[CH:16]=[C:15]3[C:11]([CH2:12][C:13](=[O:17])[NH:14]3)=[CH:10][CH:9]=2)=[CH:22][C:21]([CH3:34])=[N:20]1. The catalyst class is: 205. (2) Reactant: [H-].[Na+].[OH:3][CH2:4][CH2:5][O:6][CH2:7][CH2:8][OH:9].I[CH2:11][CH2:12][C:13]12[CH2:22][CH:17]3[CH2:18][CH:19]([CH2:21][CH:15]([CH2:16]3)[CH2:14]1)[CH2:20]2. Product: [C:13]12([CH2:12][CH2:11][O:3][CH2:4][CH2:5][O:6][CH2:7][CH2:8][OH:9])[CH2:14][CH:15]3[CH2:21][CH:19]([CH2:18][CH:17]([CH2:16]3)[CH2:22]1)[CH2:20]2. The catalyst class is: 25. (3) Reactant: [CH3:1][C:2]1[CH:3]=[C:4]([CH2:8][C:9]([NH2:11])=O)[CH:5]=[CH:6][CH:7]=1.COC1C=CC(P2(SP(C3C=CC(OC)=CC=3)(=S)S2)=[S:21])=CC=1. Product: [CH3:1][C:2]1[CH:3]=[C:4]([CH2:8][C:9](=[S:21])[NH2:11])[CH:5]=[CH:6][CH:7]=1. The catalyst class is: 1. (4) Reactant: [CH3:1][O:2][C:3](=[O:22])[CH:4]([O:20][CH3:21])[CH2:5][C:6]1[CH:11]=[CH:10][CH:9]=[C:8]([O:12]CC2C=CC=CC=2)[CH:7]=1. Product: [CH3:1][O:2][C:3](=[O:22])[CH:4]([O:20][CH3:21])[CH2:5][C:6]1[CH:11]=[CH:10][CH:9]=[C:8]([OH:12])[CH:7]=1. The catalyst class is: 5. (5) Reactant: [CH3:1][S:2]([C:5]1[CH:10]=[CH:9][C:8]([CH:11]2[CH2:20][CH2:19][C:18]3[C:13](=[CH:14][CH:15]=[C:16]([O:21][CH3:22])[CH:17]=3)[C:12]2=O)=[CH:7][CH:6]=1)(=[O:4])=[O:3].C1(C)C=CC=CC=1.P(Br)(Br)[Br:32]. Product: [Br:32][C:12]1[C:13]2[C:18](=[CH:17][C:16]([O:21][CH3:22])=[CH:15][CH:14]=2)[CH2:19][CH2:20][C:11]=1[C:8]1[CH:9]=[CH:10][C:5]([S:2]([CH3:1])(=[O:4])=[O:3])=[CH:6][CH:7]=1. The catalyst class is: 1. (6) Reactant: [Li+].[OH-].C[O:4][C:5](=[O:25])[C:6]1[CH:11]=[CH:10][C:9]([NH:12][C:13](=[O:22])[C:14]2[CH:19]=[C:18]([F:20])[CH:17]=[CH:16][C:15]=2[Cl:21])=[C:8]([O:23][CH3:24])[CH:7]=1. Product: [Cl:21][C:15]1[CH:16]=[CH:17][C:18]([F:20])=[CH:19][C:14]=1[C:13]([NH:12][C:9]1[CH:10]=[CH:11][C:6]([C:5]([OH:25])=[O:4])=[CH:7][C:8]=1[O:23][CH3:24])=[O:22]. The catalyst class is: 90. (7) Reactant: Cl.[C:2]1([CH3:23])[CH:7]=[CH:6][C:5]([C@@H:8]2[NH:14][CH2:13][C:12]3[CH:15]=[CH:16][C:17]([C:19]([O:21][CH3:22])=[O:20])=[CH:18][C:11]=3[O:10][CH2:9]2)=[CH:4][CH:3]=1.CCN(CC)CC.[N:31]1([C:37](Cl)=[O:38])[CH2:36][CH2:35][O:34][CH2:33][CH2:32]1. Product: [N:31]1([C:37]([N:14]2[CH2:13][C:12]3[CH:15]=[CH:16][C:17]([C:19]([O:21][CH3:22])=[O:20])=[CH:18][C:11]=3[O:10][CH2:9][C@@H:8]2[C:5]2[CH:6]=[CH:7][C:2]([CH3:23])=[CH:3][CH:4]=2)=[O:38])[CH2:36][CH2:35][O:34][CH2:33][CH2:32]1. The catalyst class is: 23. (8) Reactant: C[O:2][C:3]([C:5]1[C:13]2[C:8](=[CH:9][CH:10]=[C:11]([N+:14]([O-:16])=[O:15])[CH:12]=2)[N:7]([C:17]([C:30]2[CH:35]=[CH:34][CH:33]=[CH:32][CH:31]=2)([C:24]2[CH:29]=[CH:28][CH:27]=[CH:26][CH:25]=2)[C:18]2[CH:23]=[CH:22][CH:21]=[CH:20][CH:19]=2)[N:6]=1)=[O:4].O.O[Li].O.Cl. Product: [N+:14]([C:11]1[CH:12]=[C:13]2[C:8](=[CH:9][CH:10]=1)[N:7]([C:17]([C:18]1[CH:19]=[CH:20][CH:21]=[CH:22][CH:23]=1)([C:24]1[CH:29]=[CH:28][CH:27]=[CH:26][CH:25]=1)[C:30]1[CH:35]=[CH:34][CH:33]=[CH:32][CH:31]=1)[N:6]=[C:5]2[C:3]([OH:4])=[O:2])([O-:16])=[O:15]. The catalyst class is: 1. (9) Reactant: [N:1]([CH2:4][CH2:5][CH2:6][N:7]1[CH:11]=[CH:10][C:9]([C:12]2[CH:17]=[CH:16][C:15]([F:18])=[CH:14][CH:13]=2)=[C:8]1[C:19]1[CH:24]=[CH:23][N:22]=[CH:21][CH:20]=1)=[N+]=[N-]. Product: [NH2:1][CH2:4][CH2:5][CH2:6][N:7]1[CH:11]=[CH:10][C:9]([C:12]2[CH:13]=[CH:14][C:15]([F:18])=[CH:16][CH:17]=2)=[C:8]1[C:19]1[CH:24]=[CH:23][N:22]=[CH:21][CH:20]=1. The catalyst class is: 63. (10) Reactant: [S-2:1].[Na+:2].[Na+].Cl[C:5]1[N:10]=[C:9]2[CH2:11][CH2:12][CH2:13][C:8]2=[C:7]([C:14]2[CH:19]=[CH:18][CH:17]=[CH:16][CH:15]=2)[C:6]=1[C:20]#[N:21]. Product: [C:20]([C:6]1[C:7]([C:14]2[CH:19]=[CH:18][CH:17]=[CH:16][CH:15]=2)=[C:8]2[CH2:13][CH2:12][CH2:11][C:9]2=[N:10][C:5]=1[S-:1])#[N:21].[Na+:2]. The catalyst class is: 3.